Dataset: Catalyst prediction with 721,799 reactions and 888 catalyst types from USPTO. Task: Predict which catalyst facilitates the given reaction. (1) Reactant: [Si]([O:8][CH2:9][CH2:10][C@H:11]1[CH2:22][CH2:21][C:20]2[S:19][C:18]3[N:17]=[CH:16][N:15]=[C:14]([O:23][CH:24]4[CH2:29][CH2:28][C:27]([NH:32][C:33](=[O:39])[O:34][C:35]([CH3:38])([CH3:37])[CH3:36])([CH2:30][CH3:31])[CH2:26][CH2:25]4)[C:13]=3[C:12]1=2)(C(C)(C)C)(C)C. Product: [CH2:30]([C:27]1([NH:32][C:33](=[O:39])[O:34][C:35]([CH3:38])([CH3:37])[CH3:36])[CH2:28][CH2:29][CH:24]([O:23][C:14]2[C:13]3[C:12]4[C@@H:11]([CH2:10][CH2:9][OH:8])[CH2:22][CH2:21][C:20]=4[S:19][C:18]=3[N:17]=[CH:16][N:15]=2)[CH2:25][CH2:26]1)[CH3:31]. The catalyst class is: 1. (2) Reactant: [C:1](Cl)(=[O:4])[CH:2]=[CH2:3].Cl.[CH2:7]([O:14][NH2:15])[C:8]1[CH:13]=[CH:12][CH:11]=[CH:10][CH:9]=1.C(N(CC)C(C)C)(C)C. Product: [CH2:7]([O:14][NH:15][C:1](=[O:4])[CH:2]=[CH2:3])[C:8]1[CH:13]=[CH:12][CH:11]=[CH:10][CH:9]=1. The catalyst class is: 4. (3) Reactant: [NH:1]1[CH:5]=[CH:4][N:3]=[CH:2]1.C(=O)([O-])[O-].[K+].[K+].Br[CH:13]([C:16]1[N:21]=[CH:20][C:19]([C:22]2[CH:30]=[CH:29][C:25]([C:26]([NH2:28])=[O:27])=[CH:24][CH:23]=2)=[CH:18][CH:17]=1)[CH2:14][CH3:15]. Product: [N:1]1([CH:13]([C:16]2[N:21]=[CH:20][C:19]([C:22]3[CH:30]=[CH:29][C:25]([C:26]([NH2:28])=[O:27])=[CH:24][CH:23]=3)=[CH:18][CH:17]=2)[CH2:14][CH3:15])[CH:5]=[CH:4][N:3]=[CH:2]1. The catalyst class is: 18. (4) Reactant: [S:1]1[CH:5]=[CH:4][C:3]([C:6]([OH:8])=[O:7])=[CH:2]1.C[Si]([N-][Si](C)(C)C)(C)C.[Li+].[CH:19](=O)[CH2:20][CH3:21].Cl.C1(C)C=CC(S(Cl)(=O)=O)=CC=1.C([O-])(O)=O.[Na+]. Product: [CH2:20]([CH:21]1[C:2]2[S:1][CH:5]=[CH:4][C:3]=2[C:6](=[O:8])[O:7]1)[CH3:19]. The catalyst class is: 1. (5) Reactant: F[C:2]1[CH:7]=[CH:6][C:5]([N+:8]([O-:10])=[O:9])=[CH:4][CH:3]=1.C([O-])([O-])=O.[K+].[K+].[CH3:17][C@@H:18]1[CH2:23][NH:22][CH2:21][CH2:20][N:19]1[C:24]([O:26][C:27]([CH3:30])([CH3:29])[CH3:28])=[O:25]. Product: [CH3:17][C@@H:18]1[CH2:23][N:22]([C:2]2[CH:7]=[CH:6][C:5]([N+:8]([O-:10])=[O:9])=[CH:4][CH:3]=2)[CH2:21][CH2:20][N:19]1[C:24]([O:26][C:27]([CH3:28])([CH3:30])[CH3:29])=[O:25]. The catalyst class is: 3. (6) Reactant: [O:1]1[CH2:5][CH2:4][CH:3]([OH:6])[CH2:2]1.[H-].[Na+].F[C:10]1[CH:19]=[C:18]2[C:13]([CH:14]=[N:15][C:16]([NH:20][C@H:21]3[CH2:26][CH2:25][C@H:24]([OH:27])[CH2:23][CH2:22]3)=[N:17]2)=[CH:12][CH:11]=1. The catalyst class is: 1. Product: [O:1]1[CH2:5][CH2:4][CH:3]([O:6][C:10]2[CH:19]=[C:18]3[C:13]([CH:14]=[N:15][C:16]([NH:20][C@H:21]4[CH2:22][CH2:23][C@H:24]([OH:27])[CH2:25][CH2:26]4)=[N:17]3)=[CH:12][CH:11]=2)[CH2:2]1. (7) Reactant: COC1C=CC(C[N:8]2[CH:17]=[C:16]3[C:10]([CH:11]([CH3:29])[CH2:12][CH2:13][C:14]4[S:20][C:19]([NH:21][C:22]5[N:27]=[C:26]([CH3:28])[CH:25]=[CH:24][N:23]=5)=[N:18][C:15]=43)=[N:9]2)=CC=1. Product: [CH3:28][C:26]1[CH:25]=[CH:24][N:23]=[C:22]([NH:21][C:19]2[S:20][C:14]3[CH2:13][CH2:12][CH:11]([CH3:29])[C:10]4[C:16](=[CH:17][NH:8][N:9]=4)[C:15]=3[N:18]=2)[N:27]=1. The catalyst class is: 67.